Dataset: Full USPTO retrosynthesis dataset with 1.9M reactions from patents (1976-2016). Task: Predict the reactants needed to synthesize the given product. (1) Given the product [CH3:30][O:29][C:23]1([C:21]2[CH:20]=[C:19]([OH:31])[CH:18]=[CH:17][CH:22]=2)[CH2:28][CH2:27][O:26][CH2:25][CH2:24]1, predict the reactants needed to synthesize it. The reactants are: FC1C=C(C2(O)CCOCC2)C=C(O)C=1.F[C:17]1[CH:18]=[C:19]([OH:31])[CH:20]=[C:21]([C:23]2([O:29][CH3:30])[CH2:28][CH2:27][O:26][CH2:25][CH2:24]2)[CH:22]=1.C(C(CCCC)COC(=O)CCSC1C=C(C2(O)CCOCC2)C=C(F)C=1)C.C(C(CCCC)COC(=O)CCSC1C=C(C2(OC)CCOCC2)C=C(F)C=1)C. (2) Given the product [Br:14][CH2:13][C:3]1[CH:4]=[C:5]([O:8][CH2:9][CH2:10][O:11][CH3:12])[CH:6]=[CH:7][C:2]=1[Cl:1], predict the reactants needed to synthesize it. The reactants are: [Cl:1][C:2]1[CH:7]=[CH:6][C:5]([O:8][CH2:9][CH2:10][O:11][CH3:12])=[CH:4][C:3]=1[CH3:13].[Br:14]N1C(=O)CCC1=O.CC(N=NC(C#N)(C)C)(C#N)C. (3) Given the product [F:1][C:2]1[CH:22]=[C:21]([N+:23]([O-:25])=[O:24])[CH:20]=[CH:19][C:3]=1[O:4][C:5]1[CH:10]=[CH:9][N:8]=[C:7]2[CH:11]=[C:12]([CH2:14][N:18]3[CH2:38][CH2:39][O:40][CH2:16][CH2:17]3)[S:13][C:6]=12, predict the reactants needed to synthesize it. The reactants are: [F:1][C:2]1[CH:22]=[C:21]([N+:23]([O-:25])=[O:24])[CH:20]=[CH:19][C:3]=1[O:4][C:5]1[CH:10]=[CH:9][N:8]=[C:7]2[CH:11]=[C:12]([C:14]3S[CH:16]=[CH:17][N:18]=3)[S:13][C:6]=12.ClC1C=CN=C2C=C(CN3CC[O:40][CH2:39][CH2:38]3)SC=12. (4) Given the product [CH2:1]([O:3][C:4]([N:6]1[CH2:7][CH2:8][N:9]([C:12]([CH:14]([NH:23][C:24]([C:26]2[CH:35]=[C:34]([O:36][CH3:37])[C:33]3[C:28](=[CH:29][CH:30]=[CH:31][CH:32]=3)[N:27]=2)=[O:25])[CH2:15][C:16]2[CH:21]=[CH:20][CH:19]=[CH:18][C:17]=2[O:22][CH2:39][C:40]([O:42][CH2:43][CH3:44])=[O:41])=[O:13])[CH2:10][CH2:11]1)=[O:5])[CH3:2], predict the reactants needed to synthesize it. The reactants are: [CH2:1]([O:3][C:4]([N:6]1[CH2:11][CH2:10][N:9]([C:12]([CH:14]([NH:23][C:24]([C:26]2[CH:35]=[C:34]([O:36][CH3:37])[C:33]3[C:28](=[CH:29][CH:30]=[CH:31][CH:32]=3)[N:27]=2)=[O:25])[CH2:15][C:16]2[CH:21]=[CH:20][CH:19]=[CH:18][C:17]=2[OH:22])=[O:13])[CH2:8][CH2:7]1)=[O:5])[CH3:2].Br[CH2:39][C:40]([O:42][CH2:43][CH3:44])=[O:41]. (5) The reactants are: [CH3:1][C:2]1[C:3]([CH2:18][N:19]2C(=O)C3C(=CC=CC=3)C2=O)=[CH:4][C:5]([C:8]2[CH:9]=[N:10][C:11]([C:14]([F:17])([F:16])[F:15])=[N:12][CH:13]=2)=[N:6][CH:7]=1.NN.O. Given the product [CH3:1][C:2]1[C:3]([CH2:18][NH2:19])=[CH:4][C:5]([C:8]2[CH:13]=[N:12][C:11]([C:14]([F:17])([F:16])[F:15])=[N:10][CH:9]=2)=[N:6][CH:7]=1, predict the reactants needed to synthesize it.